Dataset: Full USPTO retrosynthesis dataset with 1.9M reactions from patents (1976-2016). Task: Predict the reactants needed to synthesize the given product. (1) Given the product [F:17][C:18]1[C:23]([S:24]([CH2:7][C:6]2[CH:9]=[CH:10][C:3]([O:2][CH3:1])=[CH:4][CH:5]=2)(=[O:37])=[O:40])=[C:22]([F:25])[C:21]([F:26])=[C:20]([F:27])[C:19]=1[F:28], predict the reactants needed to synthesize it. The reactants are: [CH3:1][O:2][C:3]1[CH:10]=[CH:9][C:6]([CH2:7]Br)=[CH:5][CH:4]=1.C(=O)([O-])[O-].[K+].[K+].[F:17][C:18]1[C:23]([SH:24])=[C:22]([F:25])[C:21]([F:26])=[C:20]([F:27])[C:19]=1[F:28].ClC1C=CC=C(C(OO)=[O:37])C=1.[OH-:40].[Na+]. (2) Given the product [Cl:1][C:2]1[CH:3]=[CH:4][C:5]([C:6]([NH:8][C:9]2[N:13]([CH2:14][CH:15]3[CH2:19][CH2:18][CH2:17][N:16]3[C:20](=[O:31])[C:21]([C:29]#[N:30])=[CH:22][C:23]([N:26]([CH3:28])[CH3:27])([CH3:24])[CH3:25])[C:12]3[CH:32]=[CH:33][C:34]([CH2:36][NH:37][C@H:44]([C:46]([CH3:49])([CH3:48])[CH3:47])[CH3:45])=[CH:35][C:11]=3[N:10]=2)=[O:7])=[CH:50][CH:51]=1, predict the reactants needed to synthesize it. The reactants are: [Cl:1][C:2]1[CH:51]=[CH:50][C:5]([C:6]([NH:8][C:9]2[N:13]([CH2:14][CH:15]3[CH2:19][CH2:18][CH2:17][N:16]3[C:20](=[O:31])[C:21]([C:29]#[N:30])=[CH:22][C:23]([N:26]([CH3:28])[CH3:27])([CH3:25])[CH3:24])[C:12]3[CH:32]=[CH:33][C:34]([CH2:36][N:37]([C@H:44]([C:46]([CH3:49])([CH3:48])[CH3:47])[CH3:45])C(=O)OCC=C)=[CH:35][C:11]=3[N:10]=2)=[O:7])=[CH:4][CH:3]=1.CC1(C)CC(=O)CC(=O)C1.